This data is from Full USPTO retrosynthesis dataset with 1.9M reactions from patents (1976-2016). The task is: Predict the reactants needed to synthesize the given product. (1) Given the product [CH2:1]([O:3][C:4](=[O:13])[CH2:5][C:6]1[C:7]([CH3:12])=[N:8][N:9]([CH2:17][C:16]2[CH:19]=[CH:20][C:21]([N+:23]([O-:25])=[O:24])=[CH:22][C:15]=2[Cl:14])[C:10]=1[CH3:11])[CH3:2], predict the reactants needed to synthesize it. The reactants are: [CH2:1]([O:3][C:4](=[O:13])[CH2:5][C:6]1[C:7]([CH3:12])=[N:8][NH:9][C:10]=1[CH3:11])[CH3:2].[Cl:14][C:15]1[CH:22]=[C:21]([N+:23]([O-:25])=[O:24])[CH:20]=[CH:19][C:16]=1[CH2:17]Br.C([O-])([O-])=O.[K+].[K+]. (2) Given the product [N:32]1[CH:37]=[CH:36][CH:35]=[C:34]([CH2:38][O:22][C:21]([C:20]2[N:11]([CH2:10][C:8]3[CH:7]=[CH:6][C:5]4[O:1][CH2:2][O:3][C:4]=4[CH:9]=3)[C:12](=[O:31])[C:13]3[C:18]([C:19]=2[C:24]2[CH:29]=[CH:28][CH:27]=[CH:26][CH:25]=2)=[CH:17][C:16]([Br:30])=[CH:15][CH:14]=3)=[O:23])[CH:33]=1, predict the reactants needed to synthesize it. The reactants are: [O:1]1[C:5]2[CH:6]=[CH:7][C:8]([CH2:10][N:11]3[C:20]([C:21]([OH:23])=[O:22])=[C:19]([C:24]4[CH:29]=[CH:28][CH:27]=[CH:26][CH:25]=4)[C:18]4[C:13](=[CH:14][CH:15]=[C:16]([Br:30])[CH:17]=4)[C:12]3=[O:31])=[CH:9][C:4]=2[O:3][CH2:2]1.[N:32]1[CH:37]=[CH:36][CH:35]=[C:34]([CH2:38]O)[CH:33]=1. (3) The reactants are: [C:1]1([C:27]2[CH:32]=[CH:31][CH:30]=[CH:29][CH:28]=2)[CH:6]=[CH:5][C:4]([NH:7][C:8](=[O:26])[C:9]2[CH:14]=[CH:13][C:12](Br)=[C:11]([NH:16][C:17](=[O:25])[CH2:18][N:19]3[CH2:24][CH2:23][O:22][CH2:21][CH2:20]3)[CH:10]=2)=[CH:3][CH:2]=1.[S:33]1[CH:37]=[CH:36][CH:35]=[C:34]1B(O)O.C(=O)([O-])[O-].[Na+].[Na+].O1CCOCC1. Given the product [C:1]1([C:27]2[CH:32]=[CH:31][CH:30]=[CH:29][CH:28]=2)[CH:6]=[CH:5][C:4]([NH:7][C:8](=[O:26])[C:9]2[CH:14]=[CH:13][C:12]([C:34]3[S:33][CH:37]=[CH:36][CH:35]=3)=[C:11]([NH:16][C:17](=[O:25])[CH2:18][N:19]3[CH2:24][CH2:23][O:22][CH2:21][CH2:20]3)[CH:10]=2)=[CH:3][CH:2]=1, predict the reactants needed to synthesize it. (4) Given the product [Cl:16][C:10]1[C:9]([O:8][CH3:27])=[CH:14][CH:13]=[C:12]([Cl:15])[C:11]=1[CH:24]=[O:25], predict the reactants needed to synthesize it. The reactants are: C([Si]([O:8][C:9]1[CH:14]=[CH:13][C:12]([Cl:15])=[CH:11][C:10]=1[Cl:16])(C)C)(C)(C)C.C([Li])(CC)C.CN(C)[CH:24]=[O:25].[C:27](O)(=O)C. (5) Given the product [F:56][C:53]1[CH:54]=[CH:55][C:12]([CH2:11][N:5]2[C:4](=[O:16])[C:3]([C:17]3[NH:22][C:21]4[CH:23]=[CH:24][C:25]([NH:27][S:28]([CH3:31])(=[O:29])=[O:30])=[CH:26][C:20]=4[S:19](=[O:33])(=[O:32])[N:18]=3)=[C:2]([OH:1])[N:7]3[N:8]=[CH:9][CH:10]=[C:6]23)=[CH:51][CH:52]=1, predict the reactants needed to synthesize it. The reactants are: [OH:1][C:2]1[N:7]2[N:8]=[CH:9][CH:10]=[C:6]2[N:5]([CH2:11][CH2:12]C(C)C)[C:4](=[O:16])[C:3]=1[C:17]1[NH:22][C:21]2[CH:23]=[CH:24][C:25]([NH:27][S:28]([CH3:31])(=[O:30])=[O:29])=[CH:26][C:20]=2[S:19](=[O:33])(=[O:32])[N:18]=1.C(OC(C1C(=O)N2N=CC=C2N(CC2[CH:55]=[CH:54][C:53]([F:56])=[CH:52][CH:51]=2)C1=O)=O)C. (6) Given the product [F:23][C:22]1[CH:21]=[C:20]2[C:15]([CH:16]=[CH:17][CH:18]=[N:19]2)=[CH:14][C:13]=1[CH:11]([C:8]1[N:6]2[N:7]=[C:2]([C:29](=[O:31])[CH3:30])[CH:3]=[CH:4][C:5]2=[N:10][CH:9]=1)[CH3:12], predict the reactants needed to synthesize it. The reactants are: Cl[C:2]1[CH:3]=[CH:4][C:5]2[N:6]([C:8]([CH:11]([C:13]3[CH:14]=[C:15]4[C:20](=[CH:21][C:22]=3[F:23])[N:19]=[CH:18][CH:17]=[CH:16]4)[CH3:12])=[CH:9][N:10]=2)[N:7]=1.C([Sn](CCCC)(CCCC)[C:29]([O:31]CC)=[CH2:30])CCC.Cl.O. (7) Given the product [S:1]1[C:5]2[CH:6]=[CH:7][CH:8]=[CH:9][C:4]=2[C:3]([NH:10][CH2:11][CH2:12][CH2:13][N:14]([CH2:15][C:16]2[CH:21]=[CH:20][C:19]([C:22]3[CH:27]=[CH:26][C:25]([O:28][CH3:29])=[CH:24][CH:23]=3)=[CH:18][CH:17]=2)[C:43](=[O:44])[CH2:42][CH:38]2[CH2:39][CH2:40][CH2:41][N:37]2[C:35]([O:34][C:30]([CH3:32])([CH3:31])[CH3:33])=[O:36])=[N:2]1, predict the reactants needed to synthesize it. The reactants are: [S:1]1[C:5]2[CH:6]=[CH:7][CH:8]=[CH:9][C:4]=2[C:3]([NH:10][CH2:11][CH2:12][CH2:13][NH:14][CH2:15][C:16]2[CH:21]=[CH:20][C:19]([C:22]3[CH:27]=[CH:26][C:25]([O:28][CH3:29])=[CH:24][CH:23]=3)=[CH:18][CH:17]=2)=[N:2]1.[C:30]([O:34][C:35]([N:37]1[CH2:41][CH2:40][CH2:39][CH:38]1[CH2:42][C:43](O)=[O:44])=[O:36])([CH3:33])([CH3:32])[CH3:31].C(N(C(C)C)CC)(C)C.